From a dataset of KCNQ2 potassium channel screen with 302,405 compounds. Binary Classification. Given a drug SMILES string, predict its activity (active/inactive) in a high-throughput screening assay against a specified biological target. (1) The drug is O(CC(NC(=O)c1cc(OCC)c(OCC)c(OCC)c1)C)C. The result is 0 (inactive). (2) The compound is S(=O)(=O)(NCc1onc(n1)c1ccccc1)c1ccc(F)cc1. The result is 0 (inactive).